This data is from Catalyst prediction with 721,799 reactions and 888 catalyst types from USPTO. The task is: Predict which catalyst facilitates the given reaction. (1) Reactant: [F:1][C:2]1[CH:15]=[CH:14][C:5]([CH2:6][N:7]2[CH2:12][CH2:11][NH:10][CH2:9][C:8]2=[O:13])=[CH:4][CH:3]=1.[CH3:16][N:17]=[C:18]=[O:19]. Product: [F:1][C:2]1[CH:15]=[CH:14][C:5]([CH2:6][N:7]2[CH2:12][CH2:11][N:10]([C:18]([NH:17][CH3:16])=[O:19])[CH2:9][C:8]2=[O:13])=[CH:4][CH:3]=1. The catalyst class is: 1. (2) Reactant: Cl.Cl.[CH3:3][C:4]1[CH:13]=[C:12]([NH:14][C:15]([NH:17][CH:18]2[CH2:22][CH2:21][NH:20][CH2:19]2)=[O:16])[C:11]2[C:6](=[CH:7][CH:8]=[CH:9][CH:10]=2)[N:5]=1.[CH2:23]([C:30]([CH2:32][C:33]1[CH:38]=[CH:37][CH:36]=[CH:35][CH:34]=1)=O)[C:24]1[CH:29]=[CH:28][CH:27]=[CH:26][CH:25]=1. Product: [CH2:32]([CH:30]([N:20]1[CH2:21][CH2:22][CH:18]([NH:17][C:15]([NH:14][C:12]2[C:11]3[C:6](=[CH:7][CH:8]=[CH:9][CH:10]=3)[N:5]=[C:4]([CH3:3])[CH:13]=2)=[O:16])[CH2:19]1)[CH2:23][C:24]1[CH:29]=[CH:28][CH:27]=[CH:26][CH:25]=1)[C:33]1[CH:38]=[CH:37][CH:36]=[CH:35][CH:34]=1. The catalyst class is: 1. (3) Reactant: [Cl:1][C:2]1[N:7]=[C:6]([NH:8][C:9]2[CH:14]=[CH:13][C:12]([C:15]3([NH:19]S(C(C)(C)C)=O)[CH2:18][O:17][CH2:16]3)=[CH:11][CH:10]=2)[C:5]([N+:26]([O-:28])=[O:27])=[CH:4][CH:3]=1.Cl.CCCCCC. Product: [ClH:1].[NH2:19][C:15]1([C:12]2[CH:11]=[CH:10][C:9]([NH:8][C:6]3[C:5]([N+:26]([O-:28])=[O:27])=[CH:4][CH:3]=[C:2]([Cl:1])[N:7]=3)=[CH:14][CH:13]=2)[CH2:16][O:17][CH2:18]1. The catalyst class is: 135. (4) Reactant: C([O:3][C:4](=[O:17])[CH2:5][CH:6]1[O:10][B:9]([OH:11])[C:8]2[CH:12]=[C:13]([OH:16])[CH:14]=[CH:15][C:7]1=2)C.[OH-].[Li+]. Product: [OH:11][B:9]1[C:8]2[CH:12]=[C:13]([OH:16])[CH:14]=[CH:15][C:7]=2[CH:6]([CH2:5][C:4]([OH:17])=[O:3])[O:10]1. The catalyst class is: 24. (5) Reactant: [N+:1]([C:4]1[CH:5]=[N:6][C:7]([N:10]2[CH:16]3[CH2:17][CH2:18][N:13]([CH2:14][CH2:15]3)[CH2:12][CH2:11]2)=[N:8][CH:9]=1)([O-])=O.N12CCC(CC1)N(C1N=CC(N)=CN=1)CC2.[C:35]([Cl:43])(=[O:42])[C:36]1[CH:41]=[CH:40][CH:39]=[CH:38][CH:37]=1. Product: [ClH:43].[N:13]12[CH2:18][CH2:17][CH:16]([CH2:15][CH2:14]1)[N:10]([C:7]1[N:6]=[CH:5][C:4]([NH:1][C:35](=[O:42])[C:36]3[CH:41]=[CH:40][CH:39]=[CH:38][CH:37]=3)=[CH:9][N:8]=1)[CH2:11][CH2:12]2. The catalyst class is: 63.